Predict the reactants needed to synthesize the given product. From a dataset of Full USPTO retrosynthesis dataset with 1.9M reactions from patents (1976-2016). Given the product [C:57]([C:2]1[CH:3]=[C:4]([CH2:8][C@@H:9]([NH:11][C:12](=[O:21])[O:13][CH2:14][C:15]2[CH:20]=[CH:19][CH:18]=[CH:17][CH:16]=2)[CH3:10])[CH:5]=[CH:6][CH:7]=1)(=[O:59])[CH3:58], predict the reactants needed to synthesize it. The reactants are: Br[C:2]1[CH:3]=[C:4]([CH2:8][C@@H:9]([NH:11][C:12](=[O:21])[O:13][CH2:14][C:15]2[CH:20]=[CH:19][CH:18]=[CH:17][CH:16]=2)[CH3:10])[CH:5]=[CH:6][CH:7]=1.C1C=CC(P(C2C=CC=CC=2)CCCP(C2C=CC=CC=2)C2C=CC=CC=2)=CC=1.C([O-])([O-])=O.[K+].[K+].[CH:57]([O:59]CCCC)=[CH2:58].Cl.